Dataset: Forward reaction prediction with 1.9M reactions from USPTO patents (1976-2016). Task: Predict the product of the given reaction. (1) Given the reactants Br[C:2]1[CH:3]=[CH:4][C:5]2O[C:8]3[CH:10]=[CH:11][C:12]([C:14]4[CH:15]=[CH:16][C:17]5[N:18]([C:27]6[CH:32]=[CH:31][CH:30]=[CH:29][CH:28]=6)[C:19]6[C:24]([C:25]=5[CH:26]=4)=[CH:23][CH:22]=[CH:21][CH:20]=6)=[CH:13][C:7]=3[C:6]=2[CH:33]=1.CC1(C)C(C)(C)OB([C:42]2[CH:43]=[C:44]([C:57]3[O:58][C:59]4[CH:65]=[CH:64][CH:63]=[CH:62][C:60]=4[N:61]=3)[CH:45]=[C:46]([C:48]3[O:49][C:50]4[CH:56]=[CH:55][CH:54]=[CH:53][C:51]=4[N:52]=3)[CH:47]=2)O1.C(=O)([O-])[O-].[K+].[K+].O1CCOCC1.[OH2:79], predict the reaction product. The product is: [C:27]1([N:18]2[C:17]3[CH:16]=[CH:15][C:14]([C:12]4[CH:11]=[CH:10][C:8]5[O:79][C:5]6[CH:4]=[CH:3][C:2]([C:42]7[CH:47]=[C:46]([C:48]8[O:49][C:50]9[CH:56]=[CH:55][CH:54]=[CH:53][C:51]=9[N:52]=8)[CH:45]=[C:44]([C:57]8[O:58][C:59]9[CH:65]=[CH:64][CH:63]=[CH:62][C:60]=9[N:61]=8)[CH:43]=7)=[CH:33][C:6]=6[C:7]=5[CH:13]=4)=[CH:26][C:25]=3[C:24]3[C:19]2=[CH:20][CH:21]=[CH:22][CH:23]=3)[CH:32]=[CH:31][CH:30]=[CH:29][CH:28]=1. (2) Given the reactants [CH3:1][O:2][C:3]([C:5]12[CH2:12][CH2:11][C:8]([C:13]([O:15]C)=[O:14])([CH2:9][CH2:10]1)[CH2:7][CH2:6]2)=[O:4].O.O.O.O.O.O.O.O.[OH-].[Ba+2].[OH-], predict the reaction product. The product is: [CH3:1][O:2][C:3]([C:5]12[CH2:12][CH2:11][C:8]([C:13]([OH:15])=[O:14])([CH2:9][CH2:10]1)[CH2:7][CH2:6]2)=[O:4]. (3) Given the reactants [C:1]([CH2:3][CH2:4][NH:5][C:6]1[CH:15]=[CH:14][C:13]([N+:16]([O-:18])=[O:17])=[CH:12][C:7]=1[C:8]([O:10]C)=[O:9])#[N:2].C1COCC1.O.[OH-].[Li+], predict the reaction product. The product is: [C:1]([CH2:3][CH2:4][NH:5][C:6]1[CH:15]=[CH:14][C:13]([N+:16]([O-:18])=[O:17])=[CH:12][C:7]=1[C:8]([OH:10])=[O:9])#[N:2]. (4) The product is: [I:1][C:2]1[CH:3]=[CH:4][C:5]2[N:6]([CH:10]=[N:9][N:8]=2)[CH:7]=1. Given the reactants [I:1][C:2]1[CH:3]=[CH:4][C:5]([NH:8][NH2:9])=[N:6][CH:7]=1.[CH:10](OCC)(OCC)OCC, predict the reaction product. (5) The product is: [OH:6][C:4]([C:7]1[CH:12]=[CH:11][C:10]([NH:13][C:14](=[O:16])[CH3:15])=[CH:9][C:8]=1[O:17][CH3:18])([CH3:1])[CH3:5]. Given the reactants [CH3:1][Mg]Cl.[C:4]([C:7]1[CH:12]=[CH:11][C:10]([NH:13][C:14](=[O:16])[CH3:15])=[CH:9][C:8]=1[O:17][CH3:18])(=[O:6])[CH3:5], predict the reaction product. (6) Given the reactants Br[C:2]1[CH:11]=[CH:10][C:5]([C:6]([O:8]C)=[O:7])=[C:4]([NH:12][C:13]2[CH:18]=[CH:17][C:16]([F:19])=[CH:15][CH:14]=2)[CH:3]=1.[F:20][C:21]1[CH:26]=[CH:25][C:24](B(O)O)=[CH:23][CH:22]=1.C(=O)([O-])[O-].[Na+].[Na+], predict the reaction product. The product is: [F:19][C:16]1[CH:17]=[CH:18][C:13]([NH:12][C:4]2[CH:3]=[C:2]([C:24]3[CH:25]=[CH:26][C:21]([F:20])=[CH:22][CH:23]=3)[CH:11]=[CH:10][C:5]=2[C:6]([OH:8])=[O:7])=[CH:14][CH:15]=1.